From a dataset of Full USPTO retrosynthesis dataset with 1.9M reactions from patents (1976-2016). Predict the reactants needed to synthesize the given product. (1) Given the product [Cl:15][C:16]1[CH:21]=[CH:20][CH:19]=[CH:18][C:17]=1[N:22]1[C:26]([C:27]2[S:31][C:30]([S:32]([N:12]3[CH2:13][CH2:14][N:9]([CH3:8])[CH2:10][CH2:11]3)(=[O:34])=[O:33])=[CH:29][CH:28]=2)=[CH:25][C:24]([C:36]([F:39])([F:37])[F:38])=[N:23]1, predict the reactants needed to synthesize it. The reactants are: C(N(CC)CC)C.[CH3:8][N:9]1[CH2:14][CH2:13][NH:12][CH2:11][CH2:10]1.[Cl:15][C:16]1[CH:21]=[CH:20][CH:19]=[CH:18][C:17]=1[N:22]1[C:26]([C:27]2[S:31][C:30]([S:32](Cl)(=[O:34])=[O:33])=[CH:29][CH:28]=2)=[CH:25][C:24]([C:36]([F:39])([F:38])[F:37])=[N:23]1. (2) Given the product [NH2:41][C:42]1[C:51]2[C:46](=[CH:47][C:48]([OH:54])=[C:49]([OH:52])[CH:50]=2)[N:45]=[C:44]([Cl:56])[N:43]=1, predict the reactants needed to synthesize it. The reactants are: C(OC1C=C2C(=CC=1OCC=C)N=C(N1CCN(S(C3C=CC(C4C=CC=CC=4)=CC=3)(=O)=O)CC1)N=C2N)C=C.[NH2:41][C:42]1[C:51]2[C:46](=[CH:47][C:48]([O:54]C)=[C:49]([O:52]C)[CH:50]=2)[N:45]=[C:44]([Cl:56])[N:43]=1.B(Br)(Br)Br.CO. (3) Given the product [N:14]1[CH:15]=[CH:16][CH:17]=[C:12]([C:10]([N:6]2[CH2:7][CH2:8][CH2:9][CH:5]2[C:3]([OH:4])=[O:2])=[O:11])[CH:13]=1, predict the reactants needed to synthesize it. The reactants are: C[O:2][C:3]([CH:5]1[CH2:9][CH2:8][CH2:7][N:6]1[C:10]([C:12]1[CH:13]=[N:14][CH:15]=[CH:16][CH:17]=1)=[O:11])=[O:4].[OH-].[Li+]. (4) The reactants are: [NH2:1][C@H:2]([C:7]([OH:9])=[O:8])[CH2:3][CH:4]([CH3:6])[CH3:5].[OH-].[Na+].[C:12](O[C:12]([O:14][C:15]([CH3:18])([CH3:17])[CH3:16])=[O:13])([O:14][C:15]([CH3:18])([CH3:17])[CH3:16])=[O:13]. Given the product [C:15]([O:14][C:12]([NH:1][C@@H:2]([CH2:3][CH:4]([CH3:6])[CH3:5])[C:7]([OH:9])=[O:8])=[O:13])([CH3:18])([CH3:17])[CH3:16], predict the reactants needed to synthesize it. (5) Given the product [F:3][C:4]1[CH:9]=[C:8]([N+:10]([O-:12])=[O:11])[CH:7]=[C:6]([F:13])[C:5]=1[O:14][CH3:15], predict the reactants needed to synthesize it. The reactants are: IC.[F:3][C:4]1[CH:9]=[C:8]([N+:10]([O-:12])=[O:11])[CH:7]=[C:6]([F:13])[C:5]=1[OH:14].[C:15](=O)([O-])[O-].[K+].[K+].